This data is from Full USPTO retrosynthesis dataset with 1.9M reactions from patents (1976-2016). The task is: Predict the reactants needed to synthesize the given product. (1) Given the product [CH3:36][NH:37][C:17]1[N:22]=[C:21]([C:2]2[N:6]3[CH:7]=[CH:8][N:9]=[C:10]([NH:11][CH2:12][CH2:13][OH:14])[C:5]3=[N:4][CH:3]=2)[CH:20]=[CH:19][N:18]=1, predict the reactants needed to synthesize it. The reactants are: Br[C:2]1[N:6]2[CH:7]=[CH:8][N:9]=[C:10]([NH:11][CH2:12][CH2:13][OH:14])[C:5]2=[N:4][CH:3]=1.CS[C:17]1[N:22]=[C:21]([Sn](CCCC)(CCCC)CCCC)[CH:20]=[CH:19][N:18]=1.[CH3:36][NH2:37]. (2) Given the product [CH2:1]([O:10][CH2:11][CH:12]([CH2:19][CH3:20])[CH2:13][CH:14]([CH2:17][CH3:18])[CH2:15][O:16][C:35](=[O:45])[CH2:36][CH2:37][CH2:38][CH2:39][CH2:40][CH2:24][CH2:25][CH2:26][CH2:27][CH2:28][CH3:23])[CH2:2][CH2:3][CH2:4][CH2:5][CH2:6][CH2:7][CH2:8][CH3:9], predict the reactants needed to synthesize it. The reactants are: [CH2:1]([O:10][CH2:11][CH:12]([CH2:19][CH3:20])[CH2:13][CH:14]([CH2:17][CH3:18])[CH2:15][OH:16])[CH2:2][CH2:3][CH2:4][CH2:5][CH2:6][CH2:7][CH2:8][CH3:9].CN(C)[C:23]1[CH:28]=[CH:27][CH:26]=[CH:25][CH:24]=1.O1CCCC1.[C:35](Cl)(=[O:45])[CH2:36][CH2:37][CH2:38][CH2:39][CH2:40]CCCC.